From a dataset of Reaction yield outcomes from USPTO patents with 853,638 reactions. Predict the reaction yield, written as a fraction of the theoretical maximum amount of product (1.0 means a 100% yield; for example, 0.34 means a 34% yield). (1) The catalyst is O. The yield is 0.970. The reactants are Br.[CH3:2][O:3][C:4](=[O:23])[C:5]1[C:10]([NH:11][C:12]2[CH:17]=[CH:16][C:15]([Br:18])=[CH:14][C:13]=2[F:19])=[C:9]([F:20])[C:8]([O:21]C)=[N:7][CH:6]=1.C(O)(=O)C. The product is [CH3:2][O:3][C:4]([C:5]1[C:10]([NH:11][C:12]2[CH:17]=[CH:16][C:15]([Br:18])=[CH:14][C:13]=2[F:19])=[C:9]([F:20])[C:8](=[O:21])[NH:7][CH:6]=1)=[O:23]. (2) The reactants are [Cl-].O[NH3+:3].[C:4](=[O:7])([O-])[OH:5].[Na+].CS(C)=O.[CH2:13]([C:17]1[N:18]=[C:19]([CH3:48])[N:20]([C:39]2[CH:44]=[CH:43][C:42]([O:45][CH3:46])=[C:41]([F:47])[CH:40]=2)[C:21](=[O:38])[C:22]=1[CH2:23][C:24]1[CH:29]=[CH:28][C:27]([C:30]2[C:31]([C:36]#[N:37])=[CH:32][CH:33]=[CH:34][CH:35]=2)=[CH:26][CH:25]=1)[CH2:14][CH2:15][CH3:16]. The catalyst is O.C(OCC)(=O)C. The product is [CH2:13]([C:17]1[N:18]=[C:19]([CH3:48])[N:20]([C:39]2[CH:44]=[CH:43][C:42]([O:45][CH3:46])=[C:41]([F:47])[CH:40]=2)[C:21](=[O:38])[C:22]=1[CH2:23][C:24]1[CH:25]=[CH:26][C:27]([C:30]2[CH:35]=[CH:34][CH:33]=[CH:32][C:31]=2[C:36]2[NH:3][C:4](=[O:7])[O:5][N:37]=2)=[CH:28][CH:29]=1)[CH2:14][CH2:15][CH3:16]. The yield is 0.690. (3) The reactants are C(OC(=O)[N:7]([C:29]1[CH:34]=[CH:33][C:32]([N:35]2[CH2:40][CH2:39][O:38][CH2:37][CH2:36]2)=[CH:31][CH:30]=1)[C:8]1[C:9]2[N:10]([N:26]=[CH:27][N:28]=2)[C:11]([C:14]2[CH:25]=[CH:24][C:17]3[C:18](=[O:23])[NH:19][S:20](=[O:22])(=[O:21])[C:16]=3[CH:15]=2)=[CH:12][N:13]=1)(C)(C)C. The catalyst is Cl.O1CCOCC1. The product is [N:35]1([C:32]2[CH:33]=[CH:34][C:29]([NH:7][C:8]3[C:9]4[N:10]([N:26]=[CH:27][N:28]=4)[C:11]([C:14]4[CH:25]=[CH:24][C:17]5[C:18](=[O:23])[NH:19][S:20](=[O:22])(=[O:21])[C:16]=5[CH:15]=4)=[CH:12][N:13]=3)=[CH:30][CH:31]=2)[CH2:40][CH2:39][O:38][CH2:37][CH2:36]1. The yield is 1.00. (4) The yield is 0.520. The catalyst is CN(C)C=O.O. The product is [I:11][C:3]1[C:4]2[C:5](=[N:6][CH:7]=[N:8][C:9]=2[NH2:10])[NH:1][N:2]=1. The reactants are [NH:1]1[C:5]2=[N:6][CH:7]=[N:8][C:9]([NH2:10])=[C:4]2[CH:3]=[N:2]1.[I:11]N1C(=O)CCC1=O. (5) The reactants are [Br:1][C:2]1[CH:7]=[CH:6][C:5]([C:8]2[N:12]([C:13]3[CH:18]=[CH:17][C:16]([S:19]([CH3:22])(=[O:21])=[O:20])=[C:15]([F:23])[CH:14]=3)[N:11]=[CH:10][C:9]=2[N+:24]([O-])=O)=[CH:4][CH:3]=1.O. The catalyst is CCO.[Fe]. The product is [NH2:24][C:9]1[CH:10]=[N:11][N:12]([C:13]2[CH:18]=[CH:17][C:16]([S:19]([CH3:22])(=[O:20])=[O:21])=[C:15]([F:23])[CH:14]=2)[C:8]=1[C:5]1[CH:4]=[CH:3][C:2]([Br:1])=[CH:7][CH:6]=1. The yield is 0.820. (6) The reactants are [F:1][C:2]1[CH:7]=[CH:6][C:5]([N:8]2[CH2:13][CH2:12][N:11](C(OC(C)(C)C)=O)[CH2:10][CH2:9]2)=[C:4]([CH:21]=[O:22])[CH:3]=1.[ClH:23].O1CCOCC1. The catalyst is O1CCOCC1. The product is [ClH:23].[ClH:23].[F:1][C:2]1[CH:7]=[CH:6][C:5]([N:8]2[CH2:13][CH2:12][NH:11][CH2:10][CH2:9]2)=[C:4]([CH:21]=[O:22])[CH:3]=1. The yield is 0.800. (7) The reactants are CS(O[CH2:6][C:7]1([C:10]([O:12]CC)=[O:11])[CH2:9][CH2:8]1)(=O)=O.C(N(CC)CC)C.[CH3:22][S:23](Cl)(=O)=O.OCC1(C(OCC)=O)CC1. The catalyst is ClCCl.O. The product is [CH3:22][S:23][CH2:6][C:7]1([C:10]([OH:12])=[O:11])[CH2:8][CH2:9]1. The yield is 0.850.